Dataset: Reaction yield outcomes from USPTO patents with 853,638 reactions. Task: Predict the reaction yield, written as a fraction of the theoretical maximum amount of product (1.0 means a 100% yield; for example, 0.34 means a 34% yield). (1) The reactants are [Ca].[C:2]([OH:8])(=O)[CH:3]([CH2:5][OH:6])[OH:4].C1C=CC2N(O)N=NC=2C=1.CCN=C=NCCCN(C)C.[NH2:30][CH2:31][CH2:32][S:33][S:34][CH2:35][CH2:36][NH:37][C:38](=[O:58])[CH2:39][CH2:40][CH2:41]/[CH:42]=[CH:43]\[CH2:44]/[CH:45]=[CH:46]\[CH2:47]/[CH:48]=[CH:49]\[CH2:50]/[CH:51]=[CH:52]\[CH2:53]/[CH:54]=[CH:55]\[CH2:56][CH3:57]. The catalyst is CN(C=O)C.CN(C1C=CN=CC=1)C.C(OCC)(=O)C. The product is [OH:4][CH:3]([CH2:5][OH:6])[C:2]([NH:30][CH2:31][CH2:32][S:33][S:34][CH2:35][CH2:36][NH:37][C:38](=[O:58])[CH2:39][CH2:40][CH2:41]/[CH:42]=[CH:43]\[CH2:44]/[CH:45]=[CH:46]\[CH2:47]/[CH:48]=[CH:49]\[CH2:50]/[CH:51]=[CH:52]\[CH2:53]/[CH:54]=[CH:55]\[CH2:56][CH3:57])=[O:8]. The yield is 0.200. (2) The reactants are [N+:1]([C:4]1[CH:9]=[CH:8][CH:7]=[CH:6][C:5]=1[CH2:10][NH2:11])([O-:3])=[O:2].[CH2:12]1[C:20]2[C:15](=[CH:16][CH:17]=[CH:18][CH:19]=2)[CH2:14][CH:13]1[C@@H:21]([NH:25][C:26]([O:28]C(C)(C)C)=O)[C:22]([OH:24])=O.CC([Si](C)(C)OC1C=CC=CC=1[N+]#[C-])(C)C.[CH2:49]([CH:51]([CH2:54][CH3:55])[CH:52]=O)[CH3:50].C(Cl)(=O)C. The catalyst is CO. The product is [CH2:14]1[C:15]2[C:20](=[CH:19][CH:18]=[CH:17][CH:16]=2)[CH2:12][CH:13]1[C@H:21]1[NH:25][C:26](=[O:28])[C@@H:52]([CH:51]([CH2:54][CH3:55])[CH2:49][CH3:50])[N:11]([CH2:10][C:5]2[CH:6]=[CH:7][CH:8]=[CH:9][C:4]=2[N+:1]([O-:3])=[O:2])[C:22]1=[O:24]. The yield is 0.444.